From a dataset of Catalyst prediction with 721,799 reactions and 888 catalyst types from USPTO. Predict which catalyst facilitates the given reaction. Reactant: [Cl:1][C:2]1[CH:7]=[CH:6][C:5]([C:8]2([C:12]([N:14]3[CH2:18][CH2:17][C@H:16]([NH:19][C:20]4[CH:29]=[C:28]([CH3:30])[C:27]5[C:22](=[CH:23][CH:24]=[C:25]([O:31]C)[CH:26]=5)[N:21]=4)[CH2:15]3)=[O:13])[CH2:11][CH2:10][CH2:9]2)=[CH:4][CH:3]=1.B(Br)(Br)Br.C(=O)([O-])O.[Na+]. Product: [Cl:1][C:2]1[CH:7]=[CH:6][C:5]([C:8]2([C:12]([N:14]3[CH2:18][CH2:17][C@H:16]([NH:19][C:20]4[CH:29]=[C:28]([CH3:30])[C:27]5[C:22](=[CH:23][CH:24]=[C:25]([OH:31])[CH:26]=5)[N:21]=4)[CH2:15]3)=[O:13])[CH2:11][CH2:10][CH2:9]2)=[CH:4][CH:3]=1. The catalyst class is: 4.